This data is from Full USPTO retrosynthesis dataset with 1.9M reactions from patents (1976-2016). The task is: Predict the reactants needed to synthesize the given product. (1) Given the product [O:1]1[CH2:6][CH2:5][CH2:4][CH:3]([C:7]2[C:8]([O:13][C:14]3[CH:20]=[CH:19][C:17]([NH2:18])=[CH:16][CH:15]=3)=[N:9][CH:10]=[CH:11][N:12]=2)[CH2:2]1, predict the reactants needed to synthesize it. The reactants are: [O:1]1[CH2:6][CH2:5][CH:4]=[C:3]([C:7]2[C:8]([O:13][C:14]3[CH:20]=[CH:19][C:17]([NH2:18])=[CH:16][CH:15]=3)=[N:9][CH:10]=[CH:11][N:12]=2)[CH2:2]1. (2) The reactants are: [CH:1]1([N:6]2[C:11](=[O:12])[C:10]([C:13]([NH:15][CH2:16][C:17]([O:19]CC)=[O:18])=[O:14])=[C:9]([OH:22])[C:8]([C:23](OC)=[O:24])=[C:7]2[OH:27])[CH2:5][CH2:4][CH2:3][CH2:2]1.[CH2:28]([NH2:32])[CH:29]([CH3:31])[CH3:30].Cl. Given the product [CH:1]1([N:6]2[C:7]([OH:27])=[C:8]([C:23]([NH:32][CH2:28][CH:29]([CH3:31])[CH3:30])=[O:24])[C:9]([OH:22])=[C:10]([C:13]([NH:15][CH2:16][C:17]([OH:19])=[O:18])=[O:14])[C:11]2=[O:12])[CH2:5][CH2:4][CH2:3][CH2:2]1, predict the reactants needed to synthesize it. (3) Given the product [CH3:24][N:25]([CH3:27])[CH:26]=[CH:2][C:1]([C:4]1[CH:5]=[C:6]([N:10]([CH2:20][CH3:21])[S:11]([C:14]2[CH:19]=[CH:18][CH:17]=[CH:16][CH:15]=2)(=[O:13])=[O:12])[CH:7]=[CH:8][CH:9]=1)=[O:3], predict the reactants needed to synthesize it. The reactants are: [C:1]([C:4]1[CH:5]=[C:6]([N:10]([CH2:20][CH3:21])[S:11]([C:14]2[CH:19]=[CH:18][CH:17]=[CH:16][CH:15]=2)(=[O:13])=[O:12])[CH:7]=[CH:8][CH:9]=1)(=[O:3])[CH3:2].CO[CH:24](OC)[N:25]([CH3:27])[CH3:26].